This data is from Catalyst prediction with 721,799 reactions and 888 catalyst types from USPTO. The task is: Predict which catalyst facilitates the given reaction. (1) Reactant: FC(F)(F)S([O-])(=O)=O.[Yb+3].FC(F)(F)S([O-])(=O)=O.FC(F)(F)S([O-])(=O)=O.[Si:26]([O:33][CH2:34][CH2:35][NH:36][C:37]1[CH:42]=[CH:41][C:40]([NH2:43])=[CH:39][CH:38]=1)([C:29]([CH3:32])([CH3:31])[CH3:30])([CH3:28])[CH3:27].[Cl:44][C:45]1[S:49][C:48]([C:50]([NH:52][CH2:53][C@H:54]2[CH2:56][O:55]2)=[O:51])=[CH:47][CH:46]=1. Product: [Si:26]([O:33][CH2:34][CH2:35][NH:36][C:37]1[CH:38]=[CH:39][C:40]([NH:43][CH2:56][C@@H:54]([OH:55])[CH2:53][NH:52][C:50]([C:48]2[S:49][C:45]([Cl:44])=[CH:46][CH:47]=2)=[O:51])=[CH:41][CH:42]=1)([C:29]([CH3:32])([CH3:31])[CH3:30])([CH3:28])[CH3:27]. The catalyst class is: 1. (2) Reactant: [Cl:1][C:2]1[CH:3]=[CH:4][C:5]([F:11])=[C:6]([CH:10]=1)[C:7]([OH:9])=O.[NH2:12][C:13]1[CH:14]=[C:15]([S:19]([NH2:22])(=[O:21])=[O:20])[CH:16]=[CH:17][CH:18]=1.CN(C(ON1N=NC2C=CC=NC1=2)=[N+](C)C)C.F[P-](F)(F)(F)(F)F.CN1CCOCC1. Product: [Cl:1][C:2]1[CH:3]=[CH:4][C:5]([F:11])=[C:6]([CH:10]=1)[C:7]([NH:12][C:13]1[CH:18]=[CH:17][CH:16]=[C:15]([S:19](=[O:21])(=[O:20])[NH2:22])[CH:14]=1)=[O:9]. The catalyst class is: 18.